Dataset: Reaction yield outcomes from USPTO patents with 853,638 reactions. Task: Predict the reaction yield, written as a fraction of the theoretical maximum amount of product (1.0 means a 100% yield; for example, 0.34 means a 34% yield). (1) The reactants are [C:1]([O:5][C:6](=[O:15])[CH2:7][C@H:8]([CH2:12][CH:13]=[CH2:14])[C:9]([OH:11])=O)([CH3:4])([CH3:3])[CH3:2].[NH:16]1[CH2:20][CH2:19][CH2:18][C@H:17]1[CH2:21][OH:22].CO.C(Cl)Cl. The catalyst is C(Cl)Cl. The product is [OH:22][CH2:21][C@@H:17]1[CH2:18][CH2:19][CH2:20][N:16]1[C:9]([C@@H:8]([CH2:12][CH:13]=[CH2:14])[CH2:7][C:6]([O:5][C:1]([CH3:2])([CH3:3])[CH3:4])=[O:15])=[O:11]. The yield is 0.950. (2) The reactants are [NH2:1][C@H:2]([C:6]([OH:8])=[O:7])[C@@H:3]([CH3:5])[OH:4].[CH2:9](O)[C:10]1[CH:15]=[CH:14][CH:13]=[CH:12][CH:11]=1.O.C1(C)C=CC(S(O)(=O)=O)=CC=1.O. The catalyst is C1(C)C=CC=CC=1. The product is [NH2:1][C@H:2]([C:6]([O:8][CH2:9][C:10]1[CH:15]=[CH:14][CH:13]=[CH:12][CH:11]=1)=[O:7])[C@@H:3]([CH3:5])[OH:4]. The yield is 0.280.